This data is from CYP3A4 inhibition data for predicting drug metabolism from PubChem BioAssay. The task is: Regression/Classification. Given a drug SMILES string, predict its absorption, distribution, metabolism, or excretion properties. Task type varies by dataset: regression for continuous measurements (e.g., permeability, clearance, half-life) or binary classification for categorical outcomes (e.g., BBB penetration, CYP inhibition). Dataset: cyp3a4_veith. (1) The compound is COc1ccc(N(C)C(=O)c2ccc3nc(-c4ccccc4)c(-c4ccccc4)nc3c2)cc1. The result is 1 (inhibitor). (2) The compound is CCCCCCN=Cc1c(O)n(C)c(=O)n(C)c1=O. The result is 0 (non-inhibitor).